Predict the reaction yield, written as a fraction of the theoretical maximum amount of product (1.0 means a 100% yield; for example, 0.34 means a 34% yield). From a dataset of Reaction yield outcomes from USPTO patents with 853,638 reactions. (1) The reactants are C[O:2][C:3]([CH:5]1[CH2:9][CH:8]([NH:10][C:11]([C:13]2[CH:14]=[N:15][CH:16]=[CH:17][C:18]=2[NH:19][C:20]2[C:25]([O:26][CH3:27])=[CH:24][N:23]=[C:22]([C:28]3[CH:33]=[C:32]([Cl:34])[CH:31]=[CH:30][C:29]=3[F:35])[N:21]=2)=[O:12])[CH2:7][N:6]1[C:36]([O:38][C:39]([CH3:42])([CH3:41])[CH3:40])=[O:37])=[O:4].Cl. The catalyst is [OH-].[Na+].O1CCOCC1. The product is [C:39]([O:38][C:36]([N:6]1[CH2:7][CH:8]([NH:10][C:11]([C:13]2[CH:14]=[N:15][CH:16]=[CH:17][C:18]=2[NH:19][C:20]2[C:25]([O:26][CH3:27])=[CH:24][N:23]=[C:22]([C:28]3[CH:33]=[C:32]([Cl:34])[CH:31]=[CH:30][C:29]=3[F:35])[N:21]=2)=[O:12])[CH2:9][CH:5]1[C:3]([OH:4])=[O:2])=[O:37])([CH3:42])([CH3:40])[CH3:41]. The yield is 0.280. (2) The reactants are [NH2:1][C:2]1[CH:7]=[CH:6][CH:5]=[CH:4][CH:3]=1.[CH3:8][C:9]([CH3:13])(O)[C:10]#[N:11]. The catalyst is C(OCC)(=O)C. The product is [CH3:8][C:9]([NH:1][C:2]1[CH:7]=[CH:6][CH:5]=[CH:4][CH:3]=1)([CH3:13])[C:10]#[N:11]. The yield is 0.940. (3) The reactants are Br[C:2]1[CH:11]=[C:10]2[C:5]([C:6]([OH:20])=[C:7]([CH2:12][CH2:13][N:14]3[CH2:18][CH2:17][CH2:16][C@H:15]3[CH3:19])[N:8]=[N:9]2)=[CH:4][CH:3]=1.[C:21]([C:23]1[CH:28]=[CH:27][C:26](B(O)O)=[CH:25][CH:24]=1)#[N:22].C([O-])([O-])=O.[Na+].[Na+]. The catalyst is C(O)(C)C.Cl[Pd](Cl)([P](C1C=CC=CC=1)(C1C=CC=CC=1)C1C=CC=CC=1)[P](C1C=CC=CC=1)(C1C=CC=CC=1)C1C=CC=CC=1. The product is [OH:20][C:6]1[C:5]2[C:10](=[CH:11][C:2]([C:26]3[CH:27]=[CH:28][C:23]([C:21]#[N:22])=[CH:24][CH:25]=3)=[CH:3][CH:4]=2)[N:9]=[N:8][C:7]=1[CH2:12][CH2:13][N:14]1[CH2:18][CH2:17][CH2:16][C@H:15]1[CH3:19]. The yield is 0.330. (4) The reactants are Br[C:2]1[CH:3]=[CH:4][C:5]2[C:9]3[CH:10]=[CH:11][C:12](Br)=[CH:13][C:8]=3[S:7](=[O:16])(=[O:15])[C:6]=2[CH:17]=1.[CH2:18]([N:20]([CH2:24][CH3:25])[CH2:21][C:22]#[CH:23])[CH3:19].[CH2:26]([N:28]([CH2:31][CH3:32])[CH2:29][CH3:30])[CH3:27].[CH3:33]N(C=O)C. The catalyst is CCOC(C)=O.Cl[Pd-2](Cl)(P(C1C=CC=CC=1)(C1C=CC=CC=1)C1C=CC=CC=1)P(C1C=CC=CC=1)(C1C=CC=CC=1)C1C=CC=CC=1.[Cu]I. The product is [CH2:18]([N:20]([CH2:24][CH3:25])[CH2:21][C:22]#[C:23][C:2]1[CH:3]=[CH:4][C:5]2[C:9]3[CH:10]=[CH:11][C:12]([C:33]#[C:27][CH2:26][N:28]([CH2:31][CH3:32])[CH2:29][CH3:30])=[CH:13][C:8]=3[S:7](=[O:16])(=[O:15])[C:6]=2[CH:17]=1)[CH3:19]. The yield is 0.820. (5) The reactants are C1(C2C=CC=CC=2)C=CC([C@@:7]2([S:30][CH2:31][CH2:32][CH2:33][CH3:34])[CH2:11][N:10]([C:12](=[O:26])[C@@H:13]([NH:18][C:19]([O:21][C:22]([CH3:25])([CH3:24])[CH3:23])=[O:20])[C:14]([CH3:17])([CH3:16])[CH3:15])[C@H:9]([C:27](O)=[O:28])[CH2:8]2)=CC=1.[C:41]1([CH3:51])[CH:46]=[CH:45][C:44](S(O)(=O)=O)=[CH:43][CH:42]=1.[NH2:52][C@:53]1([C:58]([NH:60][S:61]([CH:64]2[CH2:66][CH2:65]2)(=[O:63])=[O:62])=[O:59])[CH2:55][C@H:54]1[CH:56]=[CH2:57].O.CN(C(ON1N=N[C:78]2[CH:79]=[CH:80][CH:81]=N[C:77]1=2)=[N+](C)C)C.F[P-](F)(F)(F)(F)F.C(N(CC)C(C)C)(C)C. The catalyst is C(Cl)Cl. The product is [C:51]1([C:41]2[CH:42]=[CH:43][CH:44]=[CH:45][CH:46]=2)[CH:81]=[CH:80][C:79]([C@@:7]2([S:30][CH2:31][CH2:32][CH2:33][CH3:34])[CH2:11][N:10]([C:12](=[O:26])[C@@H:13]([NH:18][C:19](=[O:20])[O:21][C:22]([CH3:24])([CH3:23])[CH3:25])[C:14]([CH3:15])([CH3:16])[CH3:17])[C@H:9]([C:27](=[O:28])[NH:52][C@:53]3([C:58](=[O:59])[NH:60][S:61]([CH:64]4[CH2:66][CH2:65]4)(=[O:63])=[O:62])[CH2:55][C@H:54]3[CH:56]=[CH2:57])[CH2:8]2)=[CH:78][CH:77]=1. The yield is 0.780.